From a dataset of Reaction yield outcomes from USPTO patents with 853,638 reactions. Predict the reaction yield, written as a fraction of the theoretical maximum amount of product (1.0 means a 100% yield; for example, 0.34 means a 34% yield). (1) The reactants are [NH:1]1[C:9]2[C:4](=[CH:5][CH:6]=[CH:7][CH:8]=2)[CH2:3][C:2]1=[O:10].[Li+].C[Si]([N-][Si](C)(C)C)(C)C.C1COCC1.[C:26]([C:28]1[CH:29]=[C:30]2[C:35](=[CH:36][CH:37]=1)[C:33](=O)[O:32][CH2:31]2)#[N:27].Cl. The catalyst is C1COCC1.O. The product is [O:10]=[C:2]1[C:3](=[C:33]2[C:35]3[C:30](=[CH:29][C:28]([C:26]#[N:27])=[CH:37][CH:36]=3)[CH2:31][O:32]2)[C:4]2[C:9](=[CH:8][CH:7]=[CH:6][CH:5]=2)[NH:1]1. The yield is 0.490. (2) No catalyst specified. The yield is 0.840. The product is [C:18]([O:17][C:15](=[O:16])[CH2:14][O:12][N:11]=[CH:6][C:5]1[CH:8]=[CH:9][C:2]([F:1])=[CH:3][CH:4]=1)([CH3:21])([CH3:20])[CH3:19]. The reactants are [F:1][C:2]1[CH:9]=[CH:8][C:5]([CH:6]=O)=[CH:4][CH:3]=1.Cl.[NH2:11][OH:12].Br[CH2:14][C:15]([O:17][C:18]([CH3:21])([CH3:20])[CH3:19])=[O:16]. (3) The reactants are Br[C:2]1[C:3]([C:16]#[N:17])=[N:4][CH:5]=[C:6]([CH2:8][C:9]2[CH:14]=[CH:13][C:12]([F:15])=[CH:11][CH:10]=2)[CH:7]=1.C(=O)([O-])[O-].[Cs+].[Cs+].[CH3:24][O:25][C:26]1[CH:32]=[CH:31][C:29]([NH2:30])=[CH:28][CH:27]=1. The catalyst is C([O-])(=O)C.[Pd+2].C([O-])(=O)C.C1C=CC(P(C2C(C3C(P(C4C=CC=CC=4)C4C=CC=CC=4)=CC=C4C=3C=CC=C4)=C3C(C=CC=C3)=CC=2)C2C=CC=CC=2)=CC=1.C1(C)C=CC=CC=1. The product is [F:15][C:12]1[CH:13]=[CH:14][C:9]([CH2:8][C:6]2[CH:7]=[C:2]([NH:30][C:29]3[CH:31]=[CH:32][C:26]([O:25][CH3:24])=[CH:27][CH:28]=3)[C:3]([C:16]#[N:17])=[N:4][CH:5]=2)=[CH:10][CH:11]=1. The yield is 0.830. (4) The reactants are [CH3:1][NH:2][C@H:3]1[CH2:8][CH2:7][C@H:6]([C:9]2[CH:18]=[CH:17][C:12]3[NH:13][C:14](=[O:16])[O:15][C:11]=3[CH:10]=2)[CH2:5][CH2:4]1.C([O-])(O)=O.[Na+].[CH:24]([C:27]1[CH:32]=[CH:31][C:30]([CH2:33][CH2:34][CH:35]=O)=[CH:29][CH:28]=1)([CH3:26])[CH3:25].[BH-](OC(C)=O)(OC(C)=O)OC(C)=O.[Na+].[OH-].[Na+]. The catalyst is CO.C(Cl)Cl. The product is [CH:24]([C:27]1[CH:28]=[CH:29][C:30]([CH2:33][CH2:34][CH2:35][N:2]([CH3:1])[C@H:3]2[CH2:4][CH2:5][C@H:6]([C:9]3[CH:18]=[CH:17][C:12]4[NH:13][C:14](=[O:16])[O:15][C:11]=4[CH:10]=3)[CH2:7][CH2:8]2)=[CH:31][CH:32]=1)([CH3:25])[CH3:26]. The yield is 0.480. (5) The reactants are [NH2:1][CH2:2][C:3]([NH:5][CH3:6])=[O:4].[N:7]1[CH:12]=[CH:11][CH:10]=[C:9]([C:13](SC)=[S:14])[CH:8]=1. The catalyst is C(#N)C. The product is [CH3:6][NH:5][C:3](=[O:4])[CH2:2][NH:1][C:13]([C:9]1[CH:8]=[N:7][CH:12]=[CH:11][CH:10]=1)=[S:14]. The yield is 0.710. (6) The reactants are [OH:1][CH:2]1[CH2:5][O:4][CH2:3]1.CC(C)([O-])C.[K+].F[C:13]1[CH:20]=[CH:19][C:18]([N+:21]([O-:23])=[O:22])=[CH:17][C:14]=1[C:15]#[N:16]. The catalyst is C1COCC1. The product is [N+:21]([C:18]1[CH:19]=[CH:20][C:13]([O:1][CH:2]2[CH2:5][O:4][CH2:3]2)=[C:14]([CH:17]=1)[C:15]#[N:16])([O-:23])=[O:22]. The yield is 0.900. (7) The reactants are [NH:1]1[CH2:6][CH2:5][C:4](=[N:7][O:8][CH:9]2[CH2:14][CH2:13][N:12]([C:15]([O:17][CH:18]([CH3:20])[CH3:19])=[O:16])[CH2:11][CH2:10]2)[CH2:3][CH2:2]1.[F:21][C:22]1[CH:27]=[C:26](F)[C:25]([F:29])=[CH:24][C:23]=1[C:30](=[O:32])[CH3:31].CCN(C(C)C)C(C)C. The catalyst is CS(C)=O. The product is [CH:18]([O:17][C:15]([N:12]1[CH2:11][CH2:10][CH:9]([O:8][N:7]=[C:4]2[CH2:3][CH2:2][N:1]([C:26]3[CH:27]=[C:22]([F:21])[C:23]([C:30](=[O:32])[CH3:31])=[CH:24][C:25]=3[F:29])[CH2:6][CH2:5]2)[CH2:14][CH2:13]1)=[O:16])([CH3:20])[CH3:19]. The yield is 0.620. (8) The reactants are Cl[C:2]1[N:7]=[C:6]([CH2:8][N:9]2[C:17]3[C:12](=[CH:13][CH:14]=[CH:15][CH:16]=3)[C:11]3([C:29]4[C:20](=[CH:21][C:22]5[O:27][CH2:26][CH2:25][O:24][C:23]=5[CH:28]=4)[O:19][CH2:18]3)[C:10]2=[O:30])[CH:5]=[CH:4][CH:3]=1.CC(C)([O-])C.[Na+].[C:37](=[NH:50])([C:44]1[CH:49]=[CH:48][CH:47]=[CH:46][CH:45]=1)[C:38]1[CH:43]=[CH:42][CH:41]=[CH:40][CH:39]=1. The catalyst is COCCOC.ClCCl.C([O-])(=O)C.[Pd+2].C([O-])(=O)C. The product is [C:38]1([C:37](=[N:50][C:2]2[N:7]=[C:6]([CH2:8][N:9]3[C:17]4[C:12](=[CH:13][CH:14]=[CH:15][CH:16]=4)[C:11]4([C:29]5[C:20](=[CH:21][C:22]6[O:27][CH2:26][CH2:25][O:24][C:23]=6[CH:28]=5)[O:19][CH2:18]4)[C:10]3=[O:30])[CH:5]=[CH:4][CH:3]=2)[C:44]2[CH:45]=[CH:46][CH:47]=[CH:48][CH:49]=2)[CH:43]=[CH:42][CH:41]=[CH:40][CH:39]=1. The yield is 0.700. (9) The reactants are [F:1][C:2]1[CH:7]=[C:6](I)[CH:5]=[CH:4][C:3]=1[CH2:9][C:10]([O:12][CH3:13])=[O:11].C(=O)([O-])[O-].[K+].[K+].[OH:20][C:21]1[CH:26]=[CH:25][CH:24]=[CH:23][N:22]=1. The catalyst is CS(C)=O.[Cu]I. The product is [F:1][C:2]1[CH:7]=[C:6]([N:22]2[CH:23]=[CH:24][CH:25]=[CH:26][C:21]2=[O:20])[CH:5]=[CH:4][C:3]=1[CH2:9][C:10]([O:12][CH3:13])=[O:11]. The yield is 0.390. (10) The reactants are [F:1][C:2]1[CH:3]=[C:4]([N:9]2[CH2:13][CH:12]([CH2:14][NH:15][C:16](=[O:18])[CH3:17])[O:11][C:10]2=[O:19])[CH:5]=[CH:6][C:7]=1I.[OH:20][CH2:21][C:22]1[CH:27]=[CH:26][C:25](B(O)O)=[CH:24][CH:23]=1.C(=O)([O-])[O-].[K+].[K+].C(O)C. The catalyst is C1(C)C=CC=CC=1.C1C=CC([P]([Pd]([P](C2C=CC=CC=2)(C2C=CC=CC=2)C2C=CC=CC=2)([P](C2C=CC=CC=2)(C2C=CC=CC=2)C2C=CC=CC=2)[P](C2C=CC=CC=2)(C2C=CC=CC=2)C2C=CC=CC=2)(C2C=CC=CC=2)C2C=CC=CC=2)=CC=1.O. The product is [F:1][C:2]1[CH:3]=[C:4]([N:9]2[CH2:13][CH:12]([CH2:14][NH:15][C:16](=[O:18])[CH3:17])[O:11][C:10]2=[O:19])[CH:5]=[CH:6][C:7]=1[C:25]1[CH:26]=[CH:27][C:22]([CH2:21][OH:20])=[CH:23][CH:24]=1. The yield is 0.940.